Binary Classification. Given a drug SMILES string, predict its activity (active/inactive) in a high-throughput screening assay against a specified biological target. From a dataset of HIV replication inhibition screening data with 41,000+ compounds from the AIDS Antiviral Screen. (1) The compound is COc1cc2c(cc1OC)C(=O)C(=Cc1cc(OC)c(OC)c(OC)c1)C2. The result is 0 (inactive). (2) The molecule is O=C(Cc1cccs1)NC1C(=O)N2C(C(=O)OC(c3ccccc3)c3ccccc3)=C(CO)CSC12. The result is 0 (inactive). (3) The drug is N=c1[nH]n2cc3c(nc2c1N=Nc1ccccc1)-c1ccccc1CC3. The result is 0 (inactive). (4) The drug is N#Cc1c(Cl)c2cc([N+](=O)[O-])ccc2n2c1nc1ccccc12. The result is 0 (inactive).